Predict the reactants needed to synthesize the given product. From a dataset of Full USPTO retrosynthesis dataset with 1.9M reactions from patents (1976-2016). (1) The reactants are: [Br-].Br[CH2:3][P+](C1C=CC=CC=1)(C1C=CC=CC=1)C1C=CC=CC=1.CC(C)([O-])C.[K+].[CH2:29]1[O:52][C:32]2([CH2:37][CH2:36][C:35]([CH:50]=O)([C:38]3[C:47]4[O:46][CH2:45][CH2:44][O:43][C:42]=4[C:41]([O:48][CH3:49])=[CH:40][CH:39]=3)[CH2:34][CH2:33]2)[O:31][CH2:30]1.O. Given the product [CH2:29]1[O:52][C:32]2([CH2:33][CH2:34][C:35]([CH:50]=[CH2:3])([C:38]3[C:47]4[O:46][CH2:45][CH2:44][O:43][C:42]=4[C:41]([O:48][CH3:49])=[CH:40][CH:39]=3)[CH2:36][CH2:37]2)[O:31][CH2:30]1, predict the reactants needed to synthesize it. (2) Given the product [CH-:2]1[CH:6]=[CH:5][CH:4]=[CH:3]1.[CH-:2]1[CH:6]=[CH:5][CH:4]=[CH:3]1.[Ru+2:7], predict the reactants needed to synthesize it. The reactants are: [Mg].[CH:2]1[CH2:6][CH:5]=[CH:4][CH:3]=1.[Ru:7](Cl)(Cl)Cl. (3) Given the product [CH:11]1([N:18]2[CH2:23][CH2:22][C:21]([S:31]([C:34]3[CH:35]=[CH:36][C:37]([C:40]4[CH:41]=[CH:42][C:43]([O:46][C:47]([F:51])([F:52])[CH:48]([F:49])[F:50])=[CH:44][CH:45]=4)=[CH:38][CH:39]=3)(=[O:33])=[O:32])([C:24]([NH:1][O:56][CH:53]3[CH2:7][CH2:6][CH2:5][CH2:4][O:55]3)=[O:25])[CH2:20][CH2:19]2)[CH2:12][CH2:13]1, predict the reactants needed to synthesize it. The reactants are: [N:1]#N.F[C:4](F)(F)[CH:5](I)[CH2:6][CH3:7].[CH2:11]([N:18]1[CH2:23][CH2:22][C:21]([S:31]([C:34]2[CH:39]=[CH:38][C:37]([C:40]3[CH:45]=[CH:44][C:43]([O:46][C:47]([F:52])([F:51])[CH:48]([F:50])[F:49])=[CH:42][CH:41]=3)=[CH:36][CH:35]=2)(=[O:33])=[O:32])([C:24](OC(C)(C)C)=[O:25])[CH2:20][CH2:19]1)[C:12]1C=CC=C[CH:13]=1.[C:53]([O:56]CC)(=[O:55])C. (4) Given the product [CH3:20][C:19]([CH3:22])([CH3:21])[C:18]([NH:17][C:11]1[N:10]=[CH:9][C:8]2[CH:7]([C:6]([O:5][C:1]([CH3:4])([CH3:3])[CH3:2])=[O:24])[CH2:15][CH2:14][C:13]=2[CH:12]=1)=[O:23], predict the reactants needed to synthesize it. The reactants are: [C:1]([O:5][C:6](=[O:24])[CH2:7][C:8]1[CH:9]=[N:10][C:11]([NH:17][C:18](=[O:23])[C:19]([CH3:22])([CH3:21])[CH3:20])=[CH:12][C:13]=1[CH2:14][CH2:15]Br)([CH3:4])([CH3:3])[CH3:2].C([N-]C(C)C)(C)C.[Li+].C(NC(C)C)(C)C.C([Li])CCC. (5) Given the product [C:18]([NH:15][C:14]1[CH:16]=[CH:17][N:10]([C@@H:1]2[O:9][C@H:6]([CH2:7][OH:8])[C@@H:4]([OH:5])[C@H:2]2[OH:3])[C:11](=[O:12])[N:13]=1)(=[O:20])[CH3:19], predict the reactants needed to synthesize it. The reactants are: [C@@H:1]1([N:10]2[CH:17]=[CH:16][C:14]([NH2:15])=[N:13][C:11]2=[O:12])[O:9][C@H:6]([CH2:7][OH:8])[C@@H:4]([OH:5])[C@H:2]1[OH:3].[C:18](OC(=O)C)(=[O:20])[CH3:19]. (6) Given the product [ClH:36].[NH2:7][CH2:8][C@@H:9]([CH3:33])[CH2:10][N:11]1[C:20]2[CH:19]=[CH:18][C:17]([F:21])=[CH:16][C:15]=2[C:14]2=[N:22][NH:23][C:24]([CH3:25])=[C:13]2[C:12]1=[O:32], predict the reactants needed to synthesize it. The reactants are: C(OC(=O)[NH:7][CH2:8][C@@H:9]([CH3:33])[CH2:10][N:11]1[C:20]2[CH:19]=[CH:18][C:17]([F:21])=[CH:16][C:15]=2[C:14]2=[N:22][N:23](C3CCCCO3)[C:24]([CH3:25])=[C:13]2[C:12]1=[O:32])(C)(C)C.C(Cl)[Cl:36].Cl.O1CCOCC1. (7) Given the product [F:26][C:27]1[CH:34]=[CH:33][C:30]([CH2:31][O:1][C:2]2[CH:11]=[CH:10][C:9]([C:12]([N:14]3[CH2:15][CH2:16][O:17][CH2:18][CH2:19]3)=[O:13])=[CH:8][C:3]=2[C:4]([O:6][CH3:7])=[O:5])=[CH:29][CH:28]=1, predict the reactants needed to synthesize it. The reactants are: [OH:1][C:2]1[CH:11]=[CH:10][C:9]([C:12]([N:14]2[CH2:19][CH2:18][O:17][CH2:16][CH2:15]2)=[O:13])=[CH:8][C:3]=1[C:4]([O:6][CH3:7])=[O:5].C(=O)([O-])[O-].[Cs+].[Cs+].[F:26][C:27]1[CH:34]=[CH:33][C:30]([CH2:31]Br)=[CH:29][CH:28]=1. (8) Given the product [C:1]1([CH3:17])[CH:6]=[C:5]([CH3:7])[CH:4]=[C:3]([CH3:8])[C:2]=1[C:9]1[N:14]=[C:13]([CH2:15][O:16][CH2:21][CH2:22][CH3:23])[CH:12]=[CH:11][CH:10]=1, predict the reactants needed to synthesize it. The reactants are: [C:1]1([CH3:17])[CH:6]=[C:5]([CH3:7])[CH:4]=[C:3]([CH3:8])[C:2]=1[C:9]1[N:14]=[C:13]([CH2:15][OH:16])[CH:12]=[CH:11][CH:10]=1.[H-].[Na+].Br[CH2:21][CH2:22][CH3:23]. (9) Given the product [OH:37][C:38]12[CH2:39][CH:40]3[CH2:46][CH:44]([CH2:43][C:42]([CH2:50][C:49]([O:52][CH:53]([CH3:64])[C:54]([F:63])([F:62])[C:55]([F:61])([F:60])[S:56]([O-:59])(=[O:58])=[O:57])=[O:51])([CH2:41]3)[CH2:47]1)[CH2:45]2.[CH2:2]([C:4]1([O:9][C:10](=[O:36])[CH2:11][O:12][C:13]([C:15]2[CH:16]=[CH:17][C:18]([O:34][CH3:35])=[C:19]([S+:21]3[C:22]4[CH:33]=[CH:32][CH:31]=[CH:30][C:23]=4[C:24]4[CH:29]=[CH:28][CH:27]=[CH:26][C:25]3=4)[CH:20]=2)=[O:14])[CH2:5][CH2:6][CH2:7][CH2:8]1)[CH3:3], predict the reactants needed to synthesize it. The reactants are: [I-].[CH2:2]([C:4]1([O:9][C:10](=[O:36])[CH2:11][O:12][C:13]([C:15]2[CH:16]=[CH:17][C:18]([O:34][CH3:35])=[C:19]([S+:21]3[C:25]4[CH:26]=[CH:27][CH:28]=[CH:29][C:24]=4[C:23]4[CH:30]=[CH:31][CH:32]=[CH:33][C:22]3=4)[CH:20]=2)=[O:14])[CH2:8][CH2:7][CH2:6][CH2:5]1)[CH3:3].[OH:37][C:38]12[CH2:47][CH:42]3[CH2:43][CH:44]([CH2:46][CH:40]([CH2:41]3)[CH2:39]1)[CH2:45]2.[Na].[C:49]([O:52][CH:53]([CH3:64])[C:54]([F:63])([F:62])[C:55]([F:61])([F:60])[S:56]([O-:59])(=[O:58])=[O:57])(=[O:51])[CH3:50].O. (10) Given the product [NH:24]1[CH2:25][CH2:26][CH2:27][C@@H:22]([NH:21][C:19]([N:10]2[CH2:11][CH2:12][C:13]3[C:18](=[CH:17][CH:16]=[CH:15][CH:14]=3)[CH:9]2[C:6]2[CH:5]=[CH:4][C:3]([C:2]([F:1])([F:35])[F:36])=[CH:8][CH:7]=2)=[O:20])[CH2:23]1, predict the reactants needed to synthesize it. The reactants are: [F:1][C:2]([F:36])([F:35])[C:3]1[CH:8]=[CH:7][C:6]([CH:9]2[C:18]3[C:13](=[CH:14][CH:15]=[CH:16][CH:17]=3)[CH2:12][CH2:11][N:10]2[C:19]([NH:21][C@@H:22]2[CH2:27][CH2:26][CH2:25][N:24](C(OC(C)(C)C)=O)[CH2:23]2)=[O:20])=[CH:5][CH:4]=1.